This data is from Full USPTO retrosynthesis dataset with 1.9M reactions from patents (1976-2016). The task is: Predict the reactants needed to synthesize the given product. (1) Given the product [CH2:1]([O:8][C:9](=[O:29])[CH2:10][CH:11]([S:32][C:30](=[O:33])[CH3:31])[CH2:12][NH:13][C:14]([O:16][CH2:17][C:18]1[CH:19]=[CH:20][CH:21]=[CH:22][CH:23]=1)=[O:15])[C:2]1[CH:3]=[CH:4][CH:5]=[CH:6][CH:7]=1, predict the reactants needed to synthesize it. The reactants are: [CH2:1]([O:8][C:9](=[O:29])[CH2:10][CH:11](OS(C)(=O)=O)[CH2:12][NH:13][C:14]([O:16][CH2:17][C:18]1[CH:23]=[CH:22][CH:21]=[CH:20][CH:19]=1)=[O:15])[C:2]1[CH:7]=[CH:6][CH:5]=[CH:4][CH:3]=1.[C:30]([O-:33])(=[S:32])[CH3:31].[K+].CCN(C(C)C)C(C)C.O. (2) Given the product [F:48][C:45]1[CH:46]=[CH:47][C:21]([O:20][C:16]2[CH:15]=[C:14]([N:1]3[CH2:6][CH2:5][O:4][CH2:3][CH2:2]3)[N:19]=[CH:18][N:17]=2)=[C:22]([CH:44]=1)[CH2:23][NH:24][C:25]([NH:27][C:28]1[N:32]([C:33]2[CH:34]=[CH:35][C:36]([CH3:39])=[CH:37][CH:38]=2)[N:31]=[C:30]([C:40]([CH3:43])([CH3:41])[CH3:42])[CH:29]=1)=[O:26], predict the reactants needed to synthesize it. The reactants are: [NH:1]1[CH2:6][CH2:5][O:4][CH2:3][CH2:2]1.C(=O)([O-])[O-].[Na+].[Na+].Cl[C:14]1[N:19]=[CH:18][N:17]=[C:16]([O:20][C:21]2[CH:47]=[CH:46][C:45]([F:48])=[CH:44][C:22]=2[CH2:23][NH:24][C:25]([NH:27][C:28]2[N:32]([C:33]3[CH:38]=[CH:37][C:36]([CH3:39])=[CH:35][CH:34]=3)[N:31]=[C:30]([C:40]([CH3:43])([CH3:42])[CH3:41])[CH:29]=2)=[O:26])[CH:15]=1. (3) Given the product [F:13][C:14]1[CH:19]=[CH:18][C:17]([C:20]2[CH:21]=[C:22]3[C:27](=[CH:28][CH:29]=2)[CH:26]=[C:25]([S:30]([C:2]2[CH:7]=[CH:6][CH:5]=[CH:4][C:3]=2[NH:8][C:9]([NH:11][CH3:12])=[O:10])(=[O:32])=[O:31])[CH:24]=[CH:23]3)=[CH:16][CH:15]=1, predict the reactants needed to synthesize it. The reactants are: I[C:2]1[CH:7]=[CH:6][CH:5]=[CH:4][C:3]=1[NH:8][C:9]([NH:11][CH3:12])=[O:10].[F:13][C:14]1[CH:19]=[CH:18][C:17]([C:20]2[CH:21]=[C:22]3[C:27](=[CH:28][CH:29]=2)[CH:26]=[C:25]([S:30]([O-:32])=[O:31])[CH:24]=[CH:23]3)=[CH:16][CH:15]=1.[Na+]. (4) Given the product [ClH:22].[NH2:8][C@H:9]([CH2:15][C:16]1[CH:17]=[CH:18][CH:19]=[CH:20][CH:21]=1)[C:10]([O:12][CH2:13][CH3:14])=[O:11], predict the reactants needed to synthesize it. The reactants are: COC(C)(C)C.O.[NH2:8][CH:9]([CH2:15][C:16]1[CH:21]=[CH:20][CH:19]=[CH:18][CH:17]=1)[C:10]([O:12][CH2:13][CH3:14])=[O:11].[ClH:22].C(O)C. (5) Given the product [CH:17]1([N:16]2[C:15]3[CH:23]=[CH:24][C:25]([C:27]([O:29][CH2:30][CH3:31])=[O:28])=[CH:26][C:14]=3[N:13]=[C:12]2[C:9]2[CH:10]=[CH:11][C:6](/[CH:44]=[CH:43]/[C:35]3[CH:40]=[CH:39][CH:38]=[CH:37][CH:36]=3)=[CH:7][CH:8]=2)[CH2:22][CH2:21][CH2:20][CH2:19][CH2:18]1, predict the reactants needed to synthesize it. The reactants are: BrC1C=C(C=CC=1)O[C:6]1[CH:11]=[CH:10][C:9]([C:12]2[N:16]([CH:17]3[CH2:22][CH2:21][CH2:20][CH2:19][CH2:18]3)[C:15]3[CH:23]=[CH:24][C:25]([C:27]([O:29][CH2:30][CH3:31])=[O:28])=[CH:26][C:14]=3[N:13]=2)=[CH:8][CH:7]=1.[C:35]1(/[CH:43]=[CH:44]/C2C=CC=CC=2)[CH:40]=[CH:39][C:38](C=O)=[CH:37][CH:36]=1.C1C=CC2C(=NO[N+]=2[O-])C=1.C(OCC)(=O)C. (6) Given the product [CH2:1]([C:5]1[C:14]2[C:9](=[CH:10][C:11]([O:15][CH3:16])=[CH:12][CH:13]=2)[C:8]([NH:18][CH:19]2[CH2:20][CH2:21][N:22]([CH2:25][C:26]3[CH:35]=[CH:34][C:33]4[C:28](=[CH:29][CH:30]=[CH:31][CH:32]=4)[CH:27]=3)[CH2:23][CH2:24]2)=[N:7][N:6]=1)[CH2:2][CH2:3][CH3:4], predict the reactants needed to synthesize it. The reactants are: [CH2:1]([C:5]1[C:14]2[C:9](=[CH:10][C:11]([O:15][CH3:16])=[CH:12][CH:13]=2)[C:8](Cl)=[N:7][N:6]=1)[CH2:2][CH2:3][CH3:4].[NH2:18][CH:19]1[CH2:24][CH2:23][N:22]([CH2:25][C:26]2[CH:35]=[CH:34][C:33]3[C:28](=[CH:29][CH:30]=[CH:31][CH:32]=3)[CH:27]=2)[CH2:21][CH2:20]1. (7) Given the product [CH3:1][O:2][C:3](=[O:34])[CH2:4][CH2:5][C:6]1[CH:7]=[C:8]2[C:12](=[CH:13][CH:14]=1)[N:11]([S:15]([C:18]1[S:19][C:20]([C:23]3[CH:28]=[CH:27][CH:26]=[C:25]([O:29][C:30]([F:31])([F:32])[F:33])[CH:24]=3)=[CH:21][CH:22]=1)(=[O:16])=[O:17])[CH:10]=[CH:9]2, predict the reactants needed to synthesize it. The reactants are: [CH3:1][O:2][C:3](=[O:34])/[CH:4]=[CH:5]/[C:6]1[CH:7]=[C:8]2[C:12](=[CH:13][CH:14]=1)[N:11]([S:15]([C:18]1[S:19][C:20]([C:23]3[CH:28]=[CH:27][CH:26]=[C:25]([O:29][C:30]([F:33])([F:32])[F:31])[CH:24]=3)=[CH:21][CH:22]=1)(=[O:17])=[O:16])[CH:10]=[CH:9]2.